From a dataset of Full USPTO retrosynthesis dataset with 1.9M reactions from patents (1976-2016). Predict the reactants needed to synthesize the given product. (1) The reactants are: C([O:4][C@@H:5]1[CH2:29][CH2:28][C@@:27]2([CH3:30])[C@H:7]([CH2:8][CH2:9][C@@H:10]3[C:26]2=[CH:25][CH2:24][C@@:23]2([CH3:31])[C@H:11]3[CH2:12][CH2:13][C@@H:14]2[C@H:15]([CH3:22])[CH2:16][CH2:17][C:18]([O:20][CH3:21])=[O:19])[CH2:6]1)(=O)C.CC(O)=[O:34]. Given the product [OH:4][C@@H:5]1[CH2:29][CH2:28][C@@:27]2([CH3:30])[C@H:7]([CH2:8][CH2:9][C@@H:10]3[C:26]2=[CH:25][C:24](=[O:34])[C@@:23]2([CH3:31])[C@H:11]3[CH2:12][CH2:13][C@@H:14]2[C@H:15]([CH3:22])[CH2:16][CH2:17][C:18]([O:20][CH3:21])=[O:19])[CH2:6]1, predict the reactants needed to synthesize it. (2) Given the product [C:1]([O:4][C@@H:5]1[C@@H:10]([O:11][C:12](=[O:14])[CH3:13])[C@H:9]([O:15][C:16](=[O:18])[CH3:17])[C@@H:8]([O:19][CH3:20])[O:7][C@H:6]1[C:21]1[CH:26]=[CH:25][C:24]([Cl:27])=[C:23]([CH2:28][C:29]2[CH:34]=[CH:33][C:32]([O:35][CH2:37][CH2:38][O:39][Si:40]([C:43]([CH3:46])([CH3:45])[CH3:44])([CH3:42])[CH3:41])=[CH:31][CH:30]=2)[CH:22]=1)(=[O:3])[CH3:2], predict the reactants needed to synthesize it. The reactants are: [C:1]([O:4][C@@H:5]1[C@@H:10]([O:11][C:12](=[O:14])[CH3:13])[C@H:9]([O:15][C:16](=[O:18])[CH3:17])[C@@H:8]([O:19][CH3:20])[O:7][C@H:6]1[C:21]1[CH:26]=[CH:25][C:24]([Cl:27])=[C:23]([CH2:28][C:29]2[CH:34]=[CH:33][C:32]([OH:35])=[CH:31][CH:30]=2)[CH:22]=1)(=[O:3])[CH3:2].Br[CH2:37][CH2:38][O:39][Si:40]([C:43]([CH3:46])([CH3:45])[CH3:44])([CH3:42])[CH3:41].C(=O)([O-])[O-].[Cs+].[Cs+]. (3) The reactants are: [NH:1]1[C:9]2[C:4](=[CH:5][C:6]([NH:10][C:11]3[N:20]=[CH:19][C:18]([CH:21]4[CH2:23][CH2:22]4)=[CH:17][C:12]=3[C:13]([O:15]C)=[O:14])=[CH:7][CH:8]=2)[CH:3]=[CH:2]1.CC(C)([O-])C.[K+].Br[CH2:31][C:32]1[CH:33]=[C:34]([CH:43]=[CH:44][CH:45]=1)[O:35][Si](C(C)(C)C)(C)C.[OH-].[Na+].Cl. Given the product [CH:21]1([C:18]2[CH:19]=[N:20][C:11]([NH:10][C:6]3[CH:5]=[C:4]4[C:9](=[CH:8][CH:7]=3)[N:1]([CH2:31][C:32]3[CH:45]=[CH:44][CH:43]=[C:34]([OH:35])[CH:33]=3)[CH:2]=[CH:3]4)=[C:12]([CH:17]=2)[C:13]([OH:15])=[O:14])[CH2:23][CH2:22]1, predict the reactants needed to synthesize it. (4) Given the product [C:1]([O:5][C:6]([N:8]1[CH2:12][CH:11]([C:13]2[NH:17][C:16]([C:18]3[CH:23]=[CH:22][C:21]([C:59]4[CH:60]=[CH:61][C:56]([C:54]5[NH:55][C:51]([CH:47]6[CH2:48][CH2:49][CH2:50][N:46]6[C:44](=[O:45])[CH:40]([NH:39][C:38]([O:37][CH3:36])=[O:71])[CH:41]([CH3:43])[CH3:42])=[N:52][CH:53]=5)=[CH:57][CH:58]=4)=[CH:20][CH:19]=3)=[CH:15][N:14]=2)[N:10]([C:25](=[O:35])[CH:26]([NH:30][C:31]([O:33][CH3:34])=[O:32])[CH:27]([CH3:29])[CH3:28])[CH2:9]1)=[O:7])([CH3:4])([CH3:3])[CH3:2], predict the reactants needed to synthesize it. The reactants are: [C:1]([O:5][C:6]([N:8]1[CH2:12][CH:11]([C:13]2[NH:14][CH:15]=[C:16]([C:18]3[CH:23]=[CH:22][C:21](Br)=[CH:20][CH:19]=3)[N:17]=2)[N:10]([C:25](=[O:35])[CH:26]([NH:30][C:31]([O:33][CH3:34])=[O:32])[CH:27]([CH3:29])[CH3:28])[CH2:9]1)=[O:7])([CH3:4])([CH3:3])[CH3:2].[CH3:36][O:37][C:38](=[O:71])[NH:39][CH:40]([C:44]([N:46]1[CH2:50][CH2:49][CH2:48][CH:47]1[C:51]1[NH:52][CH:53]=[C:54]([C:56]2[CH:61]=[CH:60][C:59](B3OC(C)(C)C(C)(C)O3)=[CH:58][CH:57]=2)[N:55]=1)=[O:45])[CH:41]([CH3:43])[CH3:42].C(=O)([O-])[O-].[K+].[K+].COCCOC. (5) Given the product [NH2:17][CH2:18][CH2:19][NH:15][C:16]([NH:1][C:2]1[CH:7]=[CH:6][N:5]([CH2:8][CH2:9][CH2:10][CH2:11][CH2:12][CH3:13])[C:4](=[O:14])[N:3]=1)=[O:23], predict the reactants needed to synthesize it. The reactants are: [NH2:1][C:2]1[CH:7]=[CH:6][N:5]([CH2:8][CH2:9][CH2:10][CH2:11][CH2:12][CH3:13])[C:4](=[O:14])[N:3]=1.[NH:15]1[CH:19]=[CH:18][N:17]=[CH:16]1.C1C[O:23]CC1.